From a dataset of Reaction yield outcomes from USPTO patents with 853,638 reactions. Predict the reaction yield, written as a fraction of the theoretical maximum amount of product (1.0 means a 100% yield; for example, 0.34 means a 34% yield). (1) The reactants are [CH3:1][S:2][C:3]1[N:4]=[CH:5][C:6]2[CH:12]=[CH:11][C:10](=[O:13])[N:9]([C:14]3[CH:15]=[C:16]([NH:20][C:21](=[O:27])[O:22][C:23]([CH3:26])([CH3:25])[CH3:24])[CH:17]=[CH:18][CH:19]=3)[C:7]=2[N:8]=1.C(OO)(=[O:30])C.S([O-])([O-])(=O)=S.[Na+].[Na+].C([O-])(O)=O.[Na+]. The catalyst is C(Cl)Cl. The product is [CH3:1][S:2]([C:3]1[N:4]=[CH:5][C:6]2[CH:12]=[CH:11][C:10](=[O:13])[N:9]([C:14]3[CH:15]=[C:16]([NH:20][C:21](=[O:27])[O:22][C:23]([CH3:24])([CH3:26])[CH3:25])[CH:17]=[CH:18][CH:19]=3)[C:7]=2[N:8]=1)=[O:30]. The yield is 0.670. (2) The reactants are [F:1][C:2]1[CH:7]=[CH:6][CH:5]=[C:4]([F:8])[C:3]=1[N:9]1[C:14]2[N:15]=[C:16](S(C)(=O)=O)[N:17]=[C:18]([C:19]3[CH:24]=[CH:23][C:22]([F:25])=[CH:21][C:20]=3[CH3:26])[C:13]=2[CH:12]=[CH:11][C:10]1=[O:31].[CH2:32]([NH2:35])[CH2:33][NH2:34]. The catalyst is C1COCC1.C(OC(C)=O)C.O. The product is [F:1][C:2]1[CH:7]=[CH:6][CH:5]=[C:4]([F:8])[C:3]=1[N:9]1[C:14]2[N:15]=[C:16]([NH:34][CH2:33][CH2:32][NH2:35])[N:17]=[C:18]([C:19]3[CH:24]=[CH:23][C:22]([F:25])=[CH:21][C:20]=3[CH3:26])[C:13]=2[CH:12]=[CH:11][C:10]1=[O:31]. The yield is 0.890. (3) The reactants are [N+:1]([C:4]1[CH:5]=[C:6]([CH:10]=[C:11]2[CH2:16][CH2:15][CH:14]([NH2:17])[CH2:13][CH2:12]2)[CH:7]=[CH:8][CH:9]=1)([O-:3])=[O:2].C(N(CC)CC)C.Cl.[C:26](Cl)(=[O:33])[C:27]1[CH:32]=[CH:31][CH:30]=[N:29][CH:28]=1. The catalyst is C(Cl)Cl. The product is [N+:1]([C:4]1[CH:5]=[C:6]([CH:10]=[C:11]2[CH2:16][CH2:15][CH:14]([NH:17][C:26]([C:27]3[CH:28]=[N:29][CH:30]=[CH:31][CH:32]=3)=[O:33])[CH2:13][CH2:12]2)[CH:7]=[CH:8][CH:9]=1)([O-:3])=[O:2]. The yield is 0.690. (4) The reactants are C(Cl)(=O)C(Cl)=O.CS(C)=O.[CH:11]1([C:14]([CH3:19])([CH3:18])[CH2:15][CH2:16][OH:17])[CH2:13][CH2:12]1.C(N(CC)CC)C. The catalyst is ClCCl.O. The product is [CH:11]1([C:14]([CH3:19])([CH3:18])[CH2:15][CH:16]=[O:17])[CH2:13][CH2:12]1. The yield is 0.980. (5) The reactants are C1(NC(N)=S)C=CC=CC=1.[Cl:11][C:12]1[CH:17]=[CH:16][C:15]([NH:18][C:19]([NH:21][C:22]2[CH:27]=[CH:26][CH:25]=[CH:24][C:23]=2[C:28]([F:31])([F:30])[F:29])=[S:20])=[C:14]([OH:32])[C:13]=1[S:33]([N:36]([CH3:38])[CH3:37])(=[O:35])=[O:34].[Si:39](Cl)([C:42]([CH3:45])([CH3:44])[CH3:43])([CH3:41])[CH3:40].N1C=CN=C1. No catalyst specified. The product is [F:31][C:28]([F:29])([F:30])[C:23]1[CH:24]=[CH:25][CH:26]=[CH:27][C:22]=1[NH:21][C:19]([NH:18][C:15]1[CH:16]=[CH:17][C:12]([Cl:11])=[C:13]([S:33]([N:36]([CH3:38])[CH3:37])(=[O:35])=[O:34])[C:14]=1[O:32][Si:39]([C:42]([CH3:45])([CH3:44])[CH3:43])([CH3:41])[CH3:40])=[S:20]. The yield is 0.450. (6) The reactants are [CH3:1][O:2][C:3]1[CH:4]=[C:5]([NH:15][C:16]([NH2:18])=[S:17])[CH:6]=[CH:7][C:8]=1[N:9]1[CH:13]=[C:12]([CH3:14])[N:11]=[CH:10]1.Br[CH:20]1[CH2:25][CH2:24][CH2:23][CH:22]([C:26]2[CH:31]=[C:30]([F:32])[CH:29]=[C:28]([F:33])[CH:27]=2)[C:21]1=O. The catalyst is C(O)C. The product is [F:32][C:30]1[CH:31]=[C:26]([CH:22]2[C:21]3[N:18]=[C:16]([NH:15][C:5]4[CH:6]=[CH:7][C:8]([N:9]5[CH:13]=[C:12]([CH3:14])[N:11]=[CH:10]5)=[C:3]([O:2][CH3:1])[CH:4]=4)[S:17][C:20]=3[CH2:25][CH2:24][CH2:23]2)[CH:27]=[C:28]([F:33])[CH:29]=1. The yield is 0.340.